Dataset: Peptide-MHC class I binding affinity with 185,985 pairs from IEDB/IMGT. Task: Regression. Given a peptide amino acid sequence and an MHC pseudo amino acid sequence, predict their binding affinity value. This is MHC class I binding data. (1) The peptide sequence is RRAAVSTLE. The MHC is HLA-B27:05 with pseudo-sequence HLA-B27:05. The binding affinity (normalized) is 0.397. (2) The peptide sequence is RRLHRLLLM. The MHC is HLA-B15:42 with pseudo-sequence HLA-B15:42. The binding affinity (normalized) is 0.213. (3) The peptide sequence is SIRPRVTKQY. The MHC is HLA-A68:01 with pseudo-sequence HLA-A68:01. The binding affinity (normalized) is 0.169. (4) The peptide sequence is PPKYTPRPA. The MHC is HLA-B07:02 with pseudo-sequence HLA-B07:02. The binding affinity (normalized) is 0.0847. (5) The binding affinity (normalized) is 0.256. The MHC is HLA-A30:01 with pseudo-sequence HLA-A30:01. The peptide sequence is ILNFVAHVY. (6) The peptide sequence is RVIRTVREK. The MHC is HLA-A30:01 with pseudo-sequence HLA-A30:01. The binding affinity (normalized) is 1.00. (7) The peptide sequence is MRCNKSETDR. The MHC is HLA-B27:05 with pseudo-sequence HLA-B27:05. The binding affinity (normalized) is 0.499.